Dataset: Peptide-MHC class I binding affinity with 185,985 pairs from IEDB/IMGT. Task: Regression. Given a peptide amino acid sequence and an MHC pseudo amino acid sequence, predict their binding affinity value. This is MHC class I binding data. The peptide sequence is SFLHWFHHL. The MHC is HLA-C14:02 with pseudo-sequence HLA-C14:02. The binding affinity (normalized) is 0.564.